From a dataset of CYP2C19 inhibition data for predicting drug metabolism from PubChem BioAssay. Regression/Classification. Given a drug SMILES string, predict its absorption, distribution, metabolism, or excretion properties. Task type varies by dataset: regression for continuous measurements (e.g., permeability, clearance, half-life) or binary classification for categorical outcomes (e.g., BBB penetration, CYP inhibition). Dataset: cyp2c19_veith. (1) The drug is Cc1ccccc1CSCCNC(=O)CSCc1ccc([N+](=O)[O-])cc1. The result is 1 (inhibitor). (2) The molecule is Cc1cccc(Cn2ncc(Cl)c(Cl)c2=O)c1. The result is 1 (inhibitor). (3) The compound is O=C(Nc1ccc(Cl)cc1)OCc1cn(-c2ccc(Cl)cc2)nn1. The result is 1 (inhibitor). (4) The molecule is Br.COCC(C)NCc1cccc(C)c1. The result is 0 (non-inhibitor).